From a dataset of Full USPTO retrosynthesis dataset with 1.9M reactions from patents (1976-2016). Predict the reactants needed to synthesize the given product. (1) Given the product [CH3:26][C:25]1[N:24]=[C:23]([NH:27][CH2:28][C:29]2[CH:34]=[CH:33][C:32]([C:35]([F:38])([F:37])[F:36])=[CH:31][CH:30]=2)[CH:22]=[CH:21][C:20]=1[CH2:2][C:12]1[C:13]2[C:18](=[N:17][CH:16]=[CH:15][CH:14]=2)[NH:10][CH:11]=1, predict the reactants needed to synthesize it. The reactants are: N[C:2]1C=CC(Br)=C(C)N=1.[NH:10]1[C:18]2[C:13](=[CH:14][CH:15]=[CH:16][N:17]=2)[CH:12]=[CH:11]1.Br[C:20]1[CH:21]=[CH:22][C:23]([NH:27][CH2:28][C:29]2[CH:34]=[CH:33][C:32]([C:35]([F:38])([F:37])[F:36])=[CH:31][CH:30]=2)=[N:24][C:25]=1[CH3:26]. (2) Given the product [CH2:3]([O:10][C:11]1[C:16]([CH2:17][C:18]([F:20])([F:19])[F:21])=[CH:15][C:14]([I:1])=[CH:13][C:12]=1[CH3:22])[C:4]1[CH:5]=[CH:6][CH:7]=[CH:8][CH:9]=1, predict the reactants needed to synthesize it. The reactants are: [I:1]I.[CH2:3]([O:10][C:11]1[C:16]([CH2:17][C:18]([F:21])([F:20])[F:19])=[CH:15][CH:14]=[CH:13][C:12]=1[CH3:22])[C:4]1[CH:9]=[CH:8][CH:7]=[CH:6][CH:5]=1. (3) The reactants are: [N+](C1C=CC=CC=1S([N:13]([CH2:33][C:34]1[CH:39]=[CH:38][CH:37]=[CH:36][N:35]=1)[CH2:14][C:15]1[CH:20]=[CH:19][C:18]([CH2:21][NH:22][CH:23]2[C:32]3[N:31]=[CH:30][CH:29]=[CH:28][C:27]=3[CH2:26][CH2:25][CH2:24]2)=[CH:17][CH:16]=1)(=O)=O)([O-])=O.C(OC([NH:47][C@H:48]([C:50](O)=[O:51])[CH3:49])=O)(C)(C)C.C(N(CC)C(C)C)(C)C.O.ON1C2C=CC=CC=2N=N1.Cl.CN(C)CCCN=C=NCC. Given the product [N:35]1[CH:36]=[CH:37][CH:38]=[CH:39][C:34]=1[CH2:33][NH:13][CH2:14][C:15]1[CH:20]=[CH:19][C:18]([CH2:21][N:22]([CH:23]2[C:32]3[N:31]=[CH:30][CH:29]=[CH:28][C:27]=3[CH2:26][CH2:25][CH2:24]2)[C:50](=[O:51])[C@H:48]([CH3:49])[NH2:47])=[CH:17][CH:16]=1, predict the reactants needed to synthesize it. (4) Given the product [F:14][C:2]([F:1])([F:13])[O:3][C:4]1[CH:5]=[C:6]([B:10]2[O:12][CH2:20][CH2:19][NH:15][CH2:16][CH2:17][O:11]2)[CH:7]=[CH:8][CH:9]=1, predict the reactants needed to synthesize it. The reactants are: [F:1][C:2]([F:14])([F:13])[O:3][C:4]1[CH:5]=[C:6]([B:10]([OH:12])[OH:11])[CH:7]=[CH:8][CH:9]=1.[NH:15]([CH2:19][CH2:20]O)[CH2:16][CH2:17]O.